From a dataset of Experimentally validated miRNA-target interactions with 360,000+ pairs, plus equal number of negative samples. Binary Classification. Given a miRNA mature sequence and a target amino acid sequence, predict their likelihood of interaction. (1) The miRNA is hsa-miR-431-5p with sequence UGUCUUGCAGGCCGUCAUGCA. The protein sequence of the target gene is MSEVKSRKKSGPKGAPAAEPGKRSEGGKTPVARSSGGGGWADPRTCLSLLSLGTCLGLAWFVFQQSEKFAKVENQYQLLKLETNEFQQLQSKISLISEKWQKSEAIMEQLKSFQIIAHLKRLQEEINEVKTWSNRITEKQDILNNSLTTLSQDITKVDQSTTSMAKDVGLKITSVKTDIRRISGLVTDVISLTDSVQELENKIEKVEKNTVKNIGDLLSSSIDRTATLRKTASENSQRINSVKKTLTELKSDFDKHTDRFLSLEGDRAKVLKTVTFANDLKPKVYNLKKDFSRLEPLVND.... Result: 1 (interaction). (2) The miRNA is dme-miR-2a-3p with sequence UAUCACAGCCAGCUUUGAUGAGC. The protein sequence of the target gene is MASLQQGEKQLFEKFWKGTFKAVATPRPESIIVASITARKPMPRTEPQSSLLLPDQDGPSEKLGQHLAPEALGTNSWGREKACRELDPARAHSASQDRDPTPPPSSRGKKKKKKSTRKKRRRSPSYSPSPVKKKKKKSSKKHKRHRSFSKKRRHSSCSPKSKRREEKRHKKQSRSRKSHRHRHHRCPSRSQSSELRSPSCESRHRGRSPEEGRKSRRTHSRRCSKNHCKVSPDARSSHLPSQPLPRLGFLSARGVITGSGSAADLFSKSASPLAATRGRSQEYDSGNDTSSPPSTQTSSA.... Result: 0 (no interaction). (3) The protein sequence of the target gene is MKPLLLLVAVALGLATVVSVVSAGPEAIECWFVEDAGGGGLSKKPATLLLRHGPRGPPPRPDLDPKLYFKVDDPAGMLLAAFRRYPAGASAPHCEMSRFIPFPASAKWARSLSPEQNCPRALDGDWLLVSVSSTLFSLSSLLRPQPEPLREPVVITMATVVLTVLTHNPAPRVQLGKDAVLDLRFAYAPSALEGSPSLDAGPPPFGLEWRRQHRGKGHLLLAATPGLAGRMPPAQEKATAFAAWDDDEPWGPWTGNGTFWLPAVKPSQEGVYLATVHLPYLQGQVSLELTVHKAPRVSLT.... Result: 1 (interaction). The miRNA is mmu-miR-298-5p with sequence GGCAGAGGAGGGCUGUUCUUCCC. (4) The miRNA is hsa-miR-1-3p with sequence UGGAAUGUAAAGAAGUAUGUAU. The protein sequence of the target gene is MDNYADLSDTELTTLLRRYNIPHGPVVGSTRRLYEKKIFEYETQRRRLSPPSSSAASSYSFSDLNSTRGDADMYDLPKKEDALLYQSKGYNDDYYEESYFTTRTYGEPESAGPSRAVRQSVTSFPDADAFHHQVHDDDLLSSSEEECKDRERPMYGRDSAYQSITHYRPVSASRSSLDLSYYPTSSSTSFMSSSSSSSSWLTRRAIRPENRAPGAGLGQDRQVPLWGQLLLFLVFVIVLFFIYHFMQAEEGNPF. Result: 1 (interaction). (5) The miRNA is hsa-miR-10a-3p with sequence CAAAUUCGUAUCUAGGGGAAUA. The protein sequence of the target gene is MRKRQQSQNEGTPAVSQAPGNQRPNNTCCFCWCCCCSCSCLTVRNEERGENAGRPTHTTKMESIQVLEECQNPTAEEVLSWSQNFDKMMKAPAGRNLFREFLRTEYSEENLLFWLACEDLKKEQNKKVIEEKARMIYEDYISILSPKEVSLDSRVREVINRNLLDPNPHMYEDAQLQIYTLMHRDSFPRFLNSQIYKSFVESTAGSSSES. Result: 1 (interaction).